From a dataset of TCR-epitope binding with 47,182 pairs between 192 epitopes and 23,139 TCRs. Binary Classification. Given a T-cell receptor sequence (or CDR3 region) and an epitope sequence, predict whether binding occurs between them. (1) The epitope is TVYDPLQPELDSFK. The TCR CDR3 sequence is CASSFSSYNEQFF. Result: 0 (the TCR does not bind to the epitope). (2) The epitope is LLLGIGILV. The TCR CDR3 sequence is CATSRDRTGGNEQFF. Result: 1 (the TCR binds to the epitope). (3) The epitope is GILGFVFTL. The TCR CDR3 sequence is CASSLEGAGGADTQYF. Result: 1 (the TCR binds to the epitope).